From a dataset of Forward reaction prediction with 1.9M reactions from USPTO patents (1976-2016). Predict the product of the given reaction. (1) Given the reactants Br[C:2]1[N:6]2[CH:7]=[CH:8][C:9]([O:11][CH3:12])=[N:10][C:5]2=[N:4][CH:3]=1.CC1(C)C(C)(C)OB([C:21]2[CH:22]=[C:23]([C:27]3[C:28]([C:33]#[N:34])=[CH:29][CH:30]=[CH:31][CH:32]=3)[CH:24]=[CH:25][CH:26]=2)O1, predict the reaction product. The product is: [CH3:12][O:11][C:9]1[CH:8]=[CH:7][N:6]2[C:2]([C:25]3[CH:24]=[C:23]([C:27]4[C:28]([C:33]#[N:34])=[CH:29][CH:30]=[CH:31][CH:32]=4)[CH:22]=[CH:21][CH:26]=3)=[CH:3][N:4]=[C:5]2[N:10]=1. (2) Given the reactants [CH2:1]([C:3]1[C:7]([CH:8]=O)=[CH:6][NH:5][N:4]=1)[CH3:2].[C:10]([O:19]CC)(=O)[CH2:11][CH2:12][C:13]([O:15][CH2:16][CH3:17])=[O:14].[CH3:22]C([O-])(C)C.[K+], predict the reaction product. The product is: [CH2:1]([C:3]1[C:7]([CH:8]=[C:12]([CH2:11][C:10](=[O:19])[CH3:22])[C:13]([O:15][CH2:16][CH3:17])=[O:14])=[CH:6][NH:5][N:4]=1)[CH3:2]. (3) Given the reactants [CH2:1]([O:8][P:9]([O-:18])[O:10][CH2:11][C:12]1[CH:17]=[CH:16][CH:15]=[CH:14][CH:13]=1)[C:2]1[CH:7]=[CH:6][CH:5]=[CH:4][CH:3]=1.IC1C=CC=C(CC([O-])=O)C=1CC([O-])=O, predict the reaction product. The product is: [CH2:11]([O:10][PH:9](=[O:18])[O:8][CH2:1][C:2]1[CH:3]=[CH:4][CH:5]=[CH:6][CH:7]=1)[C:12]1[CH:13]=[CH:14][CH:15]=[CH:16][CH:17]=1. (4) The product is: [NH2:33][C:29]1([C:26]2[CH:25]=[CH:24][C:23]([C:15]3[O:14][C:5]4[C:6]([C:8]5[CH:9]=[N:10][N:11]([CH3:13])[CH:12]=5)=[CH:7][N:2]([CH3:1])[C:3](=[O:41])[C:4]=4[C:16]=3[C:17]3[CH:18]=[CH:19][CH:20]=[CH:21][CH:22]=3)=[CH:28][CH:27]=2)[CH2:32][CH2:31][CH2:30]1. Given the reactants [CH3:1][N:2]1[CH:7]=[C:6]([C:8]2[CH:9]=[N:10][N:11]([CH3:13])[CH:12]=2)[C:5]2[O:14][C:15]([C:23]3[CH:28]=[CH:27][C:26]([C:29]4([NH:33]C(=O)OC(C)(C)C)[CH2:32][CH2:31][CH2:30]4)=[CH:25][CH:24]=3)=[C:16]([C:17]3[CH:22]=[CH:21][CH:20]=[CH:19][CH:18]=3)[C:4]=2[C:3]1=[O:41], predict the reaction product. (5) Given the reactants Br[C:2]1[N:6]2[CH:7]=[CH:8][CH:9]=[N:10][C:5]2=[N:4][CH:3]=1.C([Mg]Cl)(C)C.Cl[Sn:17]([CH3:20])([CH3:19])[CH3:18], predict the reaction product. The product is: [CH3:18][Sn:17]([CH3:20])([CH3:19])[C:2]1[N:6]2[CH:7]=[CH:8][CH:9]=[N:10][C:5]2=[N:4][CH:3]=1.